Dataset: Forward reaction prediction with 1.9M reactions from USPTO patents (1976-2016). Task: Predict the product of the given reaction. (1) Given the reactants [C:1]([N:8]1[CH2:13][CH2:12][NH:11][CH2:10][C@H:9]1[CH3:14])([O:3][C:4]([CH3:7])([CH3:6])[CH3:5])=[O:2].C(O[BH-](OC(=O)C)OC(=O)C)(=O)C.[Na+].[CH3:29][C:30]([CH3:32])=O.C(O)(=O)C, predict the reaction product. The product is: [C:1]([N:8]1[CH2:13][CH2:12][N:11]([CH:30]([CH3:32])[CH3:29])[CH2:10][C@H:9]1[CH3:14])([O:3][C:4]([CH3:7])([CH3:6])[CH3:5])=[O:2]. (2) The product is: [F:16][C:2]1[CH:3]=[N:4][C:5]2[C:10]([CH:11]=1)=[CH:9][CH:8]=[CH:7][CH:6]=2. Given the reactants N[C:2]1[CH:3]=[N:4][C:5]2[C:10]([CH:11]=1)=[CH:9][CH:8]=[CH:7][CH:6]=2.N([O-])=O.[Na+].[F:16][B-](F)(F)F.[H+], predict the reaction product.